Predict the product of the given reaction. From a dataset of Forward reaction prediction with 1.9M reactions from USPTO patents (1976-2016). (1) Given the reactants [CH:1]1[C:11]2[C:10]3=[CH:12][C:13]4[CH:14]=[CH:15][C:16]([C:19]([OH:21])=[O:20])=[CH:17][C:18]=4[N:9]3CC=C[C:5]=2[CH:4]=[CH:3][CH:2]=1.[CH:22]1[C:32]2C3=CC4C=CC(C(O)=O)=CC=4N3C=CC[C:26]=2[CH:25]=[CH:24][CH:23]=1.C1C2C3=CC4C=C[C:58]([C:61](O)=[O:62])=CC=4N3CC(C(O)=O)=CC=2C=CC=1.[CH3:67]N(C(ON1N=NC2C=CC=CC1=2)=[N+](C)C)C.[B-](F)(F)(F)F.CCN(C(C)C)C(C)C.N1CCOCC1, predict the reaction product. The product is: [C:61]([C:5]1[CH:4]=[CH:3][CH:2]=[CH:1][C:11]=1[C:10]1[NH:9][C:18]2[C:13]([C:12]=1[CH:22]1[CH2:32][CH2:26][CH2:25][CH2:24][CH2:23]1)=[CH:14][CH:15]=[C:16]([C:19]([O:21][CH3:67])=[O:20])[CH:17]=2)(=[O:62])[CH3:58]. (2) Given the reactants [OH:1][C:2]1[CH:7]=[CH:6][C:5]([C:8]2([C:14]#[N:15])[CH2:13][CH2:12][O:11][CH2:10][CH2:9]2)=[CH:4][CH:3]=1.Br[CH2:17][CH2:18][CH2:19][CH2:20]Cl.[C:22]([O-])([O-])=O.[K+].[K+].[NH:28]1[CH2:32][CH2:31][CH2:30][CH2:29]1, predict the reaction product. The product is: [N:28]1([CH2:29][CH2:30][CH2:31][CH2:32][CH2:22][O:1][C:2]2[CH:7]=[CH:6][C:5]([C:8]3([C:14]#[N:15])[CH2:13][CH2:12][O:11][CH2:10][CH2:9]3)=[CH:4][CH:3]=2)[CH2:20][CH2:19][CH2:18][CH2:17]1. (3) Given the reactants [CH2:1]([O:8][C:9]([N:11]1[CH2:16][CH2:15][CH:14]([C:17]([OH:19])=O)[CH2:13][CH:12]1[C:20]#[N:21])=[O:10])[C:2]1[CH:7]=[CH:6][CH:5]=[CH:4][CH:3]=1.CN(C(ON1N=NC2C=CC=NC1=2)=[N+](C)C)C.F[P-](F)(F)(F)(F)F.CCN(CC)CC.Cl.[Cl:54][C:55]1[C:56]([CH2:61][NH2:62])=[N:57][CH:58]=[CH:59][N:60]=1, predict the reaction product. The product is: [Cl:54][C:55]1[C:56]([CH2:61][NH:62][C:17]([CH:14]2[CH2:15][CH2:16][N:11]([C:9]([O:8][CH2:1][C:2]3[CH:3]=[CH:4][CH:5]=[CH:6][CH:7]=3)=[O:10])[CH:12]([C:20]#[N:21])[CH2:13]2)=[O:19])=[N:57][CH:58]=[CH:59][N:60]=1. (4) The product is: [Br:16][CH:3]1[O:4][C:5](=[O:8])[C:6]([CH3:7])=[C:2]1[Cl:1]. Given the reactants [Cl:1][C:2]1[CH2:3][O:4][C:5](=[O:8])[C:6]=1[CH3:7].C1C(=O)N([Br:16])C(=O)C1, predict the reaction product. (5) Given the reactants [CH:1]1([CH2:5][N:6]2[CH:14]=[C:13]3[C:8]([CH:9]=[C:10]([C:15]4[CH:16]=[C:17]([CH:25]5[CH2:30][CH2:29][NH:28][CH2:27][CH2:26]5)[N:18]5[C:23]=4[C:22]([NH2:24])=[N:21][CH:20]=[N:19]5)[CH:11]=[CH:12]3)=[N:7]2)[CH2:4][CH2:3][CH2:2]1.ClC[C:33]([N:35]([CH3:37])[CH3:36])=[O:34], predict the reaction product. The product is: [NH2:24][C:22]1[C:23]2=[C:15]([C:10]3[CH:11]=[CH:12][C:13]4[C:8]([CH:9]=3)=[N:7][N:6]([CH2:5][CH:1]3[CH2:2][CH2:3][CH2:4]3)[CH:14]=4)[CH:16]=[C:17]([CH:25]3[CH2:30][CH2:29][N:28]([C:33]([N:35]([CH3:37])[CH3:36])=[O:34])[CH2:27][CH2:26]3)[N:18]2[N:19]=[CH:20][N:21]=1.